This data is from Peptide-MHC class I binding affinity with 185,985 pairs from IEDB/IMGT. The task is: Regression. Given a peptide amino acid sequence and an MHC pseudo amino acid sequence, predict their binding affinity value. This is MHC class I binding data. (1) The peptide sequence is GLFGGLNWI. The MHC is HLA-A02:01 with pseudo-sequence HLA-A02:01. The binding affinity (normalized) is 1.00. (2) The peptide sequence is LAYFPVFRFLNGS. The MHC is HLA-A30:01 with pseudo-sequence HLA-A30:01. The binding affinity (normalized) is 0. (3) The peptide sequence is CINGACWTV. The MHC is HLA-A02:01 with pseudo-sequence HLA-A02:01. The binding affinity (normalized) is 0.457. (4) The peptide sequence is KYNQGQYM. The MHC is HLA-B27:05 with pseudo-sequence HLA-B27:05. The binding affinity (normalized) is 0. (5) The peptide sequence is LEYFQFVKKLL. The MHC is HLA-B53:01 with pseudo-sequence HLA-B53:01. The binding affinity (normalized) is 0.0847. (6) The peptide sequence is RYLALYNKY. The MHC is HLA-A26:01 with pseudo-sequence HLA-A26:01. The binding affinity (normalized) is 0.287. (7) The peptide sequence is WRWKSQVTI. The MHC is HLA-A69:01 with pseudo-sequence HLA-A69:01. The binding affinity (normalized) is 0.227.